This data is from Full USPTO retrosynthesis dataset with 1.9M reactions from patents (1976-2016). The task is: Predict the reactants needed to synthesize the given product. (1) The reactants are: [C:1]([O:5][C:6]1[CH:11]=[CH:10][C:9]([CH2:12][CH2:13][CH2:14][OH:15])=[CH:8][CH:7]=1)([CH3:4])([CH3:3])[CH3:2].C1C=C[NH+]=CC=1.[O-][Cr](Cl)(=O)=O.CCOCC. Given the product [C:1]([O:5][C:6]1[CH:7]=[CH:8][C:9]([CH2:12][CH2:13][CH:14]=[O:15])=[CH:10][CH:11]=1)([CH3:4])([CH3:3])[CH3:2], predict the reactants needed to synthesize it. (2) Given the product [CH3:24][O:25][C:26]([C:28]1[CH2:29][N:30]([C:42]([O:44][C:45]([CH3:48])([CH3:47])[CH3:46])=[O:43])[CH2:31][CH2:32][C:33]=1[C:2]1[CH:7]=[CH:6][C:5]([CH2:8][CH2:9][CH2:10][O:11][Si:12]([C:15]([CH3:18])([CH3:17])[CH3:16])([CH3:14])[CH3:13])=[CH:4][CH:3]=1)=[O:27], predict the reactants needed to synthesize it. The reactants are: Br[C:2]1[CH:7]=[CH:6][C:5]([CH2:8][CH2:9][CH2:10][O:11][Si:12]([C:15]([CH3:18])([CH3:17])[CH3:16])([CH3:14])[CH3:13])=[CH:4][CH:3]=1.[Li]CCCC.[CH3:24][O:25][C:26]([C:28]1[CH2:29][N:30]([C:42]([O:44][C:45]([CH3:48])([CH3:47])[CH3:46])=[O:43])[CH2:31][CH2:32][C:33]=1OS(C(F)(F)F)(=O)=O)=[O:27]. (3) Given the product [OH:29][C@@H:24]1[C@@H:23]([N:13]2[C:12](=[O:30])[C:11]3[C:16](=[C:17]4[CH:22]=[CH:21][CH:20]=[CH:19][C:18]4=[C:9]([CH2:8][C:5]4[CH:6]=[N:7][C:2]([N:31]5[CH:35]=[CH:34][CH:33]=[N:32]5)=[CH:3][CH:4]=4)[CH:10]=3)[N:15]=[CH:14]2)[CH2:28][CH2:27][O:26][CH2:25]1, predict the reactants needed to synthesize it. The reactants are: Cl[C:2]1[N:7]=[CH:6][C:5]([CH2:8][C:9]2[CH:10]=[C:11]3[C:16](=[C:17]4[CH:22]=[CH:21][CH:20]=[CH:19][C:18]=24)[N:15]=[CH:14][N:13]([C@H:23]2[CH2:28][CH2:27][O:26][CH2:25][C@@H:24]2[OH:29])[C:12]3=[O:30])=[CH:4][CH:3]=1.[NH:31]1[CH:35]=[CH:34][CH:33]=[N:32]1.C(=O)([O-])[O-].[K+].[K+].CN[C@@H]1CCCC[C@H]1NC. (4) Given the product [CH2:1]([O:8][C:9]1[CH:14]=[CH:13][C:12]([Br:15])=[CH:11][C:10]=1[NH2:16])[C:2]1[CH:7]=[CH:6][CH:5]=[CH:4][CH:3]=1, predict the reactants needed to synthesize it. The reactants are: [CH2:1]([O:8][C:9]1[CH:14]=[CH:13][C:12]([Br:15])=[CH:11][C:10]=1[N+:16]([O-])=O)[C:2]1[CH:7]=[CH:6][CH:5]=[CH:4][CH:3]=1.BrC1C=C(C(C2C=CC=CC=2)C=C)C(OCCC)=C([N+]([O-])=O)C=1.BrC1C=C(C(C2C=CC=CC=2)C=C)C(OCCC)=C(C=1)N. (5) Given the product [Br:1][C:2]1[CH:3]=[C:4]([CH:5]=[CH:6][C:7]=1[F:8])[O:9][CH2:27][C@H:28]1[CH2:30][O:29]1, predict the reactants needed to synthesize it. The reactants are: [Br:1][C:2]1[CH:3]=[C:4]([OH:9])[CH:5]=[CH:6][C:7]=1[F:8].C([O-])([O-])=O.[K+].[K+].CC1C=CC(S(O[CH2:27][C@H:28]2[CH2:30][O:29]2)(=O)=O)=CC=1. (6) The reactants are: [C:1]([NH:4][C:5]1[CH:6]=[CH:7][C:8]2[C:17]([CH:18]=1)=[N:16][C:15]1[C:10](=[CH:11][CH:12]=[CH:13][CH:14]=1)[C:9]=2[NH2:19])(=[O:3])[CH3:2].P(Cl)(Cl)(Cl)=O. Given the product [C:1]([NH:4][C:5]1[CH:6]=[CH:7][C:8]2[C:17]([CH:18]=1)=[N:16][C:15]1[C:10](=[CH:11][CH:12]=[C:13]([NH:4][C:1](=[O:3])[CH3:2])[CH:14]=1)[C:9]=2[NH2:19])(=[O:3])[CH3:2], predict the reactants needed to synthesize it.